Dataset: Peptide-MHC class I binding affinity with 185,985 pairs from IEDB/IMGT. Task: Regression. Given a peptide amino acid sequence and an MHC pseudo amino acid sequence, predict their binding affinity value. This is MHC class I binding data. The peptide sequence is VTSPLTVEY. The MHC is HLA-B46:01 with pseudo-sequence HLA-B46:01. The binding affinity (normalized) is 0.626.